From a dataset of Peptide-MHC class I binding affinity with 185,985 pairs from IEDB/IMGT. Regression. Given a peptide amino acid sequence and an MHC pseudo amino acid sequence, predict their binding affinity value. This is MHC class I binding data. (1) The peptide sequence is TNSVIIMAY. The MHC is HLA-A01:01 with pseudo-sequence HLA-A01:01. The binding affinity (normalized) is 0.0612. (2) The peptide sequence is YTAVVPLVL. The MHC is HLA-B58:01 with pseudo-sequence HLA-B58:01. The binding affinity (normalized) is 0.815. (3) The peptide sequence is PQIGGEAIFL. The MHC is HLA-A02:06 with pseudo-sequence HLA-A02:06. The binding affinity (normalized) is 0.109. (4) The peptide sequence is ALGIICSAL. The MHC is HLA-A03:01 with pseudo-sequence HLA-A03:01. The binding affinity (normalized) is 0.0847. (5) The peptide sequence is LPFPFLYKFLL. The MHC is HLA-A68:01 with pseudo-sequence HLA-A68:01. The binding affinity (normalized) is 0.236. (6) The peptide sequence is HRCQAIRK. The MHC is HLA-B44:03 with pseudo-sequence HLA-B44:03. The binding affinity (normalized) is 0. (7) The peptide sequence is LSDAARLFL. The MHC is HLA-A02:16 with pseudo-sequence HLA-A02:16. The binding affinity (normalized) is 0.0847.